The task is: Predict the product of the given reaction.. This data is from Forward reaction prediction with 1.9M reactions from USPTO patents (1976-2016). (1) The product is: [Br-:17].[CH2:1]([C:3]1[CH:8]=[CH:7][C:6]([N+:9]2[CH:13]=[CH:12][N:11]([CH2:18][CH2:19][CH2:20][CH2:21][CH2:22][CH2:23][CH3:24])[CH:10]=2)=[C:5]([C:14]([OH:16])=[O:15])[CH:4]=1)[CH3:2]. Given the reactants [CH2:1]([C:3]1[CH:8]=[CH:7][C:6]([N:9]2[CH:13]=[CH:12][N:11]=[CH:10]2)=[C:5]([C:14]([OH:16])=[O:15])[CH:4]=1)[CH3:2].[Br:17][CH2:18][CH2:19][CH2:20][CH2:21][CH2:22][CH2:23][CH3:24], predict the reaction product. (2) Given the reactants [C:1]([N:4]([C:40]1[C:45]([I:46])=[C:44]([C:47](=[O:57])[NH:48][CH2:49][CH:50]2[CH2:54][O:53]C(C)(C)[O:51]2)[C:43]([I:58])=[C:42]([C:59](=[O:69])[NH:60][CH2:61][CH:62]2[CH2:66][O:65]C(C)(C)[O:63]2)[C:41]=1[I:70])[CH2:5][CH:6]([OH:39])[CH2:7][NH:8][C:9]([C:11]1[C:12]([I:38])=[C:13]([NH:30][C:31](COC(=O)C)=[O:32])[C:14]([I:29])=[C:15]([C:18](=[O:28])[NH:19][CH2:20][CH:21]2[CH2:25][O:24]C(C)(C)[O:22]2)[C:16]=1[I:17])=[O:10])(=[O:3])[CH3:2], predict the reaction product. The product is: [OH:32][CH2:31][NH:30][C:13]1[C:12]([I:38])=[C:11]([C:16]([I:17])=[C:15]([C:18]([NH:19][CH2:20][CH:21]([OH:22])[CH2:25][OH:24])=[O:28])[C:14]=1[I:29])[C:9]([NH:8][CH2:7][CH:6]([OH:39])[CH2:5][N:4]([C:1](=[O:3])[CH3:2])[C:40]1[C:45]([I:46])=[C:44]([C:47]([NH:48][CH2:49][CH:50]([OH:51])[CH2:54][OH:53])=[O:57])[C:43]([I:58])=[C:42]([C:41]=1[I:70])[C:59]([NH:60][CH2:61][CH:62]([OH:63])[CH2:66][OH:65])=[O:69])=[O:10]. (3) Given the reactants [CH2:1]([O:3][P:4]([CH2:9][C:10]1[CH:15]=[CH:14][C:13]([NH:16][C:17]2[N:22]=[C:21](Cl)[C:20]([C:24]([F:27])([F:26])[F:25])=[CH:19][N:18]=2)=[CH:12][CH:11]=1)(=[O:8])[O:5][CH2:6][CH3:7])[CH3:2].[NH2:28][C:29]1[CH:30]=[CH:31][C:32]([C@H:40]2[CH2:45][CH2:44][C@H:43]([O:46][CH2:47][CH3:48])[CH2:42][CH2:41]2)=[C:33]2[C:37]=1[C:36](=[O:38])[N:35]([CH3:39])[CH2:34]2, predict the reaction product. The product is: [CH2:47]([O:46][C@H:43]1[CH2:42][CH2:41][C@H:40]([C:32]2[CH:31]=[CH:30][C:29]([NH:28][C:21]3[C:20]([C:24]([F:27])([F:26])[F:25])=[CH:19][N:18]=[C:17]([NH:16][C:13]4[CH:14]=[CH:15][C:10]([CH2:9][P:4](=[O:8])([O:5][CH2:6][CH3:7])[O:3][CH2:1][CH3:2])=[CH:11][CH:12]=4)[N:22]=3)=[C:37]3[C:33]=2[CH2:34][N:35]([CH3:39])[C:36]3=[O:38])[CH2:45][CH2:44]1)[CH3:48]. (4) The product is: [Cl:39][C:40]1[CH:45]=[C:44]([CH3:46])[CH:43]=[CH:42][C:41]=1[NH:47][C:14](=[O:16])[CH2:13][C@@H:12]([C:17]1[C:21]2[CH2:22][CH2:24][CH2:23][CH:25]([CH2:29][CH2:1][CH:2]([CH3:7])[CH3:3])[C:20]=2[O:19][N:18]=1)[CH2:11][CH2:10][CH2:9][O:8][CH2:1][C:2]1[CH:3]=[CH:4][CH:5]=[CH:6][CH:7]=1. Given the reactants [CH2:1]([O:8][CH2:9][CH2:10][CH2:11][C@H:12]([C:17]1[C:21]([CH:22]2[CH2:24][CH2:23]2)=[C:20]([C:25]2[CH:29]=C(CC(C)(C)C)ON=2)[O:19][N:18]=1)[CH2:13][C:14]([OH:16])=O)[C:2]1[CH:7]=[CH:6][CH:5]=[CH:4][CH:3]=1.S(Cl)(Cl)=O.[Cl:39][C:40]1[CH:45]=[C:44]([CH3:46])[CH:43]=[CH:42][C:41]=1[NH2:47], predict the reaction product. (5) Given the reactants Cl.[F:2][C:3]1[CH:8]=[CH:7][C:6]([C:9]2[N:10]=[C:11]3[N:15]([C:16]=2[C:17]2[CH:22]=[CH:21][N:20]=[C:19]([NH:23][CH:24]4[CH2:29][CH2:28][CH2:27][NH:26][CH2:25]4)[N:18]=2)[CH:14]=[CH:13][S:12]3)=[CH:5][CH:4]=1.C(N(CC)CC)C.[F:37][C:38]1[CH:45]=[CH:44][C:41]([CH:42]=O)=[CH:40][CH:39]=1.ClCCCl.CN(C=O)C, predict the reaction product. The product is: [F:37][C:38]1[CH:45]=[CH:44][C:41]([CH2:42][N:26]2[CH2:27][CH2:28][CH2:29][CH:24]([NH:23][C:19]3[N:18]=[C:17]([C:16]4[N:15]5[C:11]([S:12][CH:13]=[CH:14]5)=[N:10][C:9]=4[C:6]4[CH:7]=[CH:8][C:3]([F:2])=[CH:4][CH:5]=4)[CH:22]=[CH:21][N:20]=3)[CH2:25]2)=[CH:40][CH:39]=1. (6) Given the reactants [CH2:1]([O:4][C:5]1[C:10]([Cl:11])=[C:9]([CH3:12])[N:8]=[C:7]([C:13]2[N:18]=[CH:17][C:16]([NH2:19])=[CH:15][CH:14]=2)[N:6]=1)[CH:2]=[CH2:3].C(N(CC)CC)C.[Cl:27][CH2:28][C:29](Cl)=[O:30], predict the reaction product. The product is: [CH2:1]([O:4][C:5]1[C:10]([Cl:11])=[C:9]([CH3:12])[N:8]=[C:7]([C:13]2[N:18]=[CH:17][C:16]([NH:19][C:29](=[O:30])[CH2:28][Cl:27])=[CH:15][CH:14]=2)[N:6]=1)[CH:2]=[CH2:3].